From a dataset of Catalyst prediction with 721,799 reactions and 888 catalyst types from USPTO. Predict which catalyst facilitates the given reaction. Reactant: C([O:8][C:9]1[C:14]([CH2:15][N:16]2[CH2:25][CH2:24][C:23]3[C:18](=[C:19]([Cl:49])[C:20]([O:45][CH:46]([CH3:48])[CH3:47])=[CH:21][C:22]=3[C:26]3[CH:27]=[CH:28][C:29]([N:32]4[CH2:37][CH2:36][N:35](C(OC(C)(C)C)=O)[CH2:34][CH2:33]4)=[N:30][CH:31]=3)[C:17]2=[O:50])=[C:13]([CH3:51])[CH:12]=[C:11]([CH3:52])[N:10]=1)C1C=CC=CC=1. Product: [Cl:49][C:19]1[C:20]([O:45][CH:46]([CH3:48])[CH3:47])=[CH:21][C:22]([C:26]2[CH:31]=[N:30][C:29]([N:32]3[CH2:37][CH2:36][NH:35][CH2:34][CH2:33]3)=[CH:28][CH:27]=2)=[C:23]2[C:18]=1[C:17](=[O:50])[N:16]([CH2:15][C:14]1[C:9](=[O:8])[NH:10][C:11]([CH3:52])=[CH:12][C:13]=1[CH3:51])[CH2:25][CH2:24]2. The catalyst class is: 67.